This data is from NCI-60 drug combinations with 297,098 pairs across 59 cell lines. The task is: Regression. Given two drug SMILES strings and cell line genomic features, predict the synergy score measuring deviation from expected non-interaction effect. (1) Drug 1: C1CC(=O)NC(=O)C1N2CC3=C(C2=O)C=CC=C3N. Drug 2: C1=CC=C(C=C1)NC(=O)CCCCCCC(=O)NO. Cell line: UACC62. Synergy scores: CSS=7.79, Synergy_ZIP=-7.98, Synergy_Bliss=-7.18, Synergy_Loewe=-6.65, Synergy_HSA=-6.55. (2) Drug 1: CCN(CC)CCNC(=O)C1=C(NC(=C1C)C=C2C3=C(C=CC(=C3)F)NC2=O)C. Drug 2: CC1C(C(CC(O1)OC2CC(CC3=C2C(=C4C(=C3O)C(=O)C5=C(C4=O)C(=CC=C5)OC)O)(C(=O)CO)O)N)O.Cl. Cell line: UACC62. Synergy scores: CSS=31.7, Synergy_ZIP=-4.94, Synergy_Bliss=-4.35, Synergy_Loewe=-19.7, Synergy_HSA=-2.43. (3) Drug 1: COC1=C(C=C2C(=C1)N=CN=C2NC3=CC(=C(C=C3)F)Cl)OCCCN4CCOCC4. Drug 2: CC1C(C(CC(O1)OC2CC(CC3=C2C(=C4C(=C3O)C(=O)C5=CC=CC=C5C4=O)O)(C(=O)C)O)N)O. Cell line: A549. Synergy scores: CSS=58.7, Synergy_ZIP=-2.63, Synergy_Bliss=-1.04, Synergy_Loewe=-1.77, Synergy_HSA=2.28. (4) Drug 1: C1CC(=O)NC(=O)C1N2CC3=C(C2=O)C=CC=C3N. Drug 2: C#CCC(CC1=CN=C2C(=N1)C(=NC(=N2)N)N)C3=CC=C(C=C3)C(=O)NC(CCC(=O)O)C(=O)O. Cell line: OVCAR-8. Synergy scores: CSS=-4.71, Synergy_ZIP=-0.485, Synergy_Bliss=-7.63, Synergy_Loewe=-6.60, Synergy_HSA=-7.62. (5) Drug 1: C1CN1C2=NC(=NC(=N2)N3CC3)N4CC4. Drug 2: CC1C(C(CC(O1)OC2CC(OC(C2O)C)OC3=CC4=CC5=C(C(=O)C(C(C5)C(C(=O)C(C(C)O)O)OC)OC6CC(C(C(O6)C)O)OC7CC(C(C(O7)C)O)OC8CC(C(C(O8)C)O)(C)O)C(=C4C(=C3C)O)O)O)O. Cell line: NCI-H226. Synergy scores: CSS=32.2, Synergy_ZIP=3.88, Synergy_Bliss=0.869, Synergy_Loewe=-35.6, Synergy_HSA=-5.00. (6) Drug 1: CC1C(C(=O)NC(C(=O)N2CCCC2C(=O)N(CC(=O)N(C(C(=O)O1)C(C)C)C)C)C(C)C)NC(=O)C3=C4C(=C(C=C3)C)OC5=C(C(=O)C(=C(C5=N4)C(=O)NC6C(OC(=O)C(N(C(=O)CN(C(=O)C7CCCN7C(=O)C(NC6=O)C(C)C)C)C)C(C)C)C)N)C. Drug 2: CC1C(C(CC(O1)OC2CC(CC3=C2C(=C4C(=C3O)C(=O)C5=CC=CC=C5C4=O)O)(C(=O)C)O)N)O. Cell line: PC-3. Synergy scores: CSS=39.6, Synergy_ZIP=5.71, Synergy_Bliss=7.37, Synergy_Loewe=5.80, Synergy_HSA=7.72. (7) Synergy scores: CSS=-4.44, Synergy_ZIP=6.65, Synergy_Bliss=-1.02, Synergy_Loewe=-8.82, Synergy_HSA=-6.95. Cell line: HCC-2998. Drug 2: C#CCC(CC1=CN=C2C(=N1)C(=NC(=N2)N)N)C3=CC=C(C=C3)C(=O)NC(CCC(=O)O)C(=O)O. Drug 1: C1=CN(C=N1)CC(O)(P(=O)(O)O)P(=O)(O)O.